From a dataset of Peptide-MHC class I binding affinity with 185,985 pairs from IEDB/IMGT. Regression. Given a peptide amino acid sequence and an MHC pseudo amino acid sequence, predict their binding affinity value. This is MHC class I binding data. (1) The peptide sequence is GESSPNPTV. The MHC is HLA-B40:02 with pseudo-sequence HLA-B40:02. The binding affinity (normalized) is 0.565. (2) The peptide sequence is PTMSPALFL. The MHC is H-2-Db with pseudo-sequence H-2-Db. The binding affinity (normalized) is 0.